This data is from Forward reaction prediction with 1.9M reactions from USPTO patents (1976-2016). The task is: Predict the product of the given reaction. (1) Given the reactants [F:1][C:2]1[CH:21]=[CH:20][C:5]([CH2:6][N:7]2[C:11]([C:12]3[CH:17]=[CH:16][C:15]([F:18])=[CH:14][CH:13]=3)=[CH:10][C:9]([CH3:19])=[N:8]2)=[CH:4][CH:3]=1.[Br:22]N1C(=O)CCC1=O, predict the reaction product. The product is: [Br:22][C:10]1[C:9]([CH3:19])=[N:8][N:7]([CH2:6][C:5]2[CH:20]=[CH:21][C:2]([F:1])=[CH:3][CH:4]=2)[C:11]=1[C:12]1[CH:17]=[CH:16][C:15]([F:18])=[CH:14][CH:13]=1. (2) Given the reactants [H-].[Na+].[Cl:3][C:4]1[N:5]=[C:6]([Cl:13])[C:7]2[CH:12]=[CH:11][NH:10][C:8]=2[N:9]=1.[CH3:14][Si:15]([CH3:22])([CH3:21])[CH2:16][CH2:17][O:18][CH2:19]Cl, predict the reaction product. The product is: [Cl:3][C:4]1[N:5]=[C:6]([Cl:13])[C:7]2[CH:12]=[CH:11][N:10]([CH2:19][O:18][CH2:17][CH2:16][Si:15]([CH3:22])([CH3:21])[CH3:14])[C:8]=2[N:9]=1. (3) The product is: [C:18]1([C:17]2[C:16]3[C:11](=[CH:12][CH:13]=[CH:14][CH:15]=3)[NH:10][C:9]=2[C:8]2[C:3](=[O:2])[NH:4][N:5]=[C:6]([C:24]3[CH:25]=[CH:26][N:27]=[CH:28][CH:29]=3)[CH:7]=2)[CH:19]=[CH:20][CH:21]=[CH:22][CH:23]=1. Given the reactants C[O:2][C:3]1[N:4]=[N:5][C:6]([C:24]2[CH:29]=[CH:28][N:27]=[CH:26][CH:25]=2)=[CH:7][C:8]=1[C:9]1[NH:10][C:11]2[C:16]([C:17]=1[C:18]1[CH:23]=[CH:22][CH:21]=[CH:20][CH:19]=1)=[CH:15][CH:14]=[CH:13][CH:12]=2.C(#N)C.O.C(O)=O, predict the reaction product. (4) Given the reactants [CH3:1][O:2][C:3](=[O:15])[C:4]1[C:5](=[C:10]([OH:14])[CH:11]=[CH:12][CH:13]=1)[C:6]([O:8][CH3:9])=[O:7].[O:16]1[C:20]2[CH:21]=[CH:22][C:23]([CH2:25]O)=[CH:24][C:19]=2[O:18][CH2:17]1.C1(P(C2C=CC=CC=2)C2C=CC=CC=2)C=CC=CC=1.N(C(OC(C)C)=O)=NC(OC(C)C)=O, predict the reaction product. The product is: [CH3:1][O:2][C:3](=[O:15])[C:4]1[C:5](=[C:10]([O:14][CH2:25][C:23]2[CH:22]=[CH:21][C:20]3[O:16][CH2:17][O:18][C:19]=3[CH:24]=2)[CH:11]=[CH:12][CH:13]=1)[C:6]([O:8][CH3:9])=[O:7]. (5) Given the reactants C([O:3][C:4](=[O:23])[C:5]([CH3:22])([CH3:21])[CH2:6][CH2:7][CH2:8][S:9][CH2:10][S:11][CH2:12][CH2:13][CH2:14][C:15]([CH3:20])([CH3:19])[C:16]([OH:18])=[O:17])C.[OH-].[Na+], predict the reaction product. The product is: [CH3:21][C:5]([CH3:22])([CH2:6][CH2:7][CH2:8][S:9][CH2:10][S:11][CH2:12][CH2:13][CH2:14][C:15]([CH3:20])([CH3:19])[C:16]([OH:18])=[O:17])[C:4]([OH:23])=[O:3]. (6) Given the reactants [OH:1][C:2]1[C:3]([CH3:18])=[C:4]2[C:9](=[C:10]([CH3:13])[C:11]=1[CH3:12])[O:8][C:7]([CH3:17])([C:14]([OH:16])=O)[CH2:6][CH2:5]2.C1N=CN(C(N2C=NC=C2)=O)C=1.[OH:31][CH:32]1[CH2:37][CH2:36][NH:35][CH2:34][CH2:33]1, predict the reaction product. The product is: [OH:1][C:2]1[C:3]([CH3:18])=[C:4]2[C:9](=[C:10]([CH3:13])[C:11]=1[CH3:12])[O:8][C:7]([C:14]([N:35]1[CH2:36][CH2:37][CH:32]([OH:31])[CH2:33][CH2:34]1)=[O:16])([CH3:17])[CH2:6][CH2:5]2. (7) Given the reactants Br[C:2]1[CH:10]=[CH:9][CH:8]=[C:7]2[C:3]=1[C:4](O)([C:17]1[C:25]([OH:26])=[CH:24][C:20]3[O:21][CH2:22][O:23][C:19]=3[CH:18]=1)[C:5](=[O:16])[N:6]2[CH2:11]CCCC.[CH2:28]([O:35][CH2:36][CH2:37]CN1C2C(=CC=CC=2)C(O)(C2C(O)=CC3OCOC=3C=2)C1=O)[C:29]1[CH:34]=[CH:33][CH:32]=[CH:31][CH:30]=1, predict the reaction product. The product is: [CH2:28]([O:35][CH:36]([CH3:37])[CH2:11][N:6]1[C:7]2[C:3](=[CH:2][CH:10]=[CH:9][CH:8]=2)[CH:4]([C:17]2[C:25]([OH:26])=[CH:24][C:20]3[O:21][CH2:22][O:23][C:19]=3[CH:18]=2)[C:5]1=[O:16])[C:29]1[CH:34]=[CH:33][CH:32]=[CH:31][CH:30]=1.